This data is from NCI-60 drug combinations with 297,098 pairs across 59 cell lines. The task is: Regression. Given two drug SMILES strings and cell line genomic features, predict the synergy score measuring deviation from expected non-interaction effect. (1) Drug 1: C1=CC=C(C(=C1)C(C2=CC=C(C=C2)Cl)C(Cl)Cl)Cl. Cell line: CCRF-CEM. Synergy scores: CSS=10.0, Synergy_ZIP=-5.21, Synergy_Bliss=-4.98, Synergy_Loewe=-0.943, Synergy_HSA=-0.306. Drug 2: C1=CN(C=N1)CC(O)(P(=O)(O)O)P(=O)(O)O. (2) Drug 1: CN(CC1=CN=C2C(=N1)C(=NC(=N2)N)N)C3=CC=C(C=C3)C(=O)NC(CCC(=O)O)C(=O)O. Drug 2: CS(=O)(=O)OCCCCOS(=O)(=O)C. Cell line: PC-3. Synergy scores: CSS=25.7, Synergy_ZIP=2.06, Synergy_Bliss=-2.44, Synergy_Loewe=-2.40, Synergy_HSA=-1.38.